This data is from Forward reaction prediction with 1.9M reactions from USPTO patents (1976-2016). The task is: Predict the product of the given reaction. (1) Given the reactants [CH2:1]([N:8]1[C:16]2[C:11](=[N:12][CH:13]=[C:14]([C:17]3[CH:18]=[CH:19][C:20]([O:26]C)=[C:21]([CH:25]=3)[C:22]([OH:24])=[O:23])[N:15]=2)[NH:10][C:9]1=[O:28])[C:2]1[CH:7]=[CH:6][CH:5]=[CH:4][CH:3]=1.B(Br)(Br)Br, predict the reaction product. The product is: [CH2:1]([N:8]1[C:16]2[C:11](=[N:12][CH:13]=[C:14]([C:17]3[CH:18]=[CH:19][C:20]([OH:26])=[C:21]([CH:25]=3)[C:22]([OH:24])=[O:23])[N:15]=2)[NH:10][C:9]1=[O:28])[C:2]1[CH:7]=[CH:6][CH:5]=[CH:4][CH:3]=1. (2) Given the reactants [CH:1]1([CH2:6][N:7]2[C:19](=[O:20])[C:18]3[C:17]([O:21][C:22](=[O:29])[C:23]4[CH:28]=[CH:27][CH:26]=[CH:25][CH:24]=4)=[C:16]4[C:11]([C:12]([CH3:30])=[CH:13][CH:14]=[N:15]4)=[CH:10][C:9]=3[CH2:8]2)[CH2:5][CH:4]=[CH:3][CH2:2]1.[Br:31]N1C(=O)CCC1=O, predict the reaction product. The product is: [Br:31][CH2:30][C:12]1[C:11]2[CH:10]=[C:9]3[CH2:8][N:7]([CH2:6][CH:1]4[CH2:5][CH:4]=[CH:3][CH2:2]4)[C:19](=[O:20])[CH:18]3[CH:17]([O:21][C:22](=[O:29])[C:23]3[CH:24]=[CH:25][CH:26]=[CH:27][CH:28]=3)[C:16]=2[N:15]=[CH:14][CH:13]=1. (3) Given the reactants [CH2:1]([O:7][C:8]1[C:9](=[O:26])[O:10][C:11]2[CH:18]=[CH:17][CH:16]=[C:15]([O:19][CH2:20][C:21]([O:23]CC)=[O:22])[C:12]=2[C:13]=1[OH:14])[CH2:2][CH2:3][CH2:4][CH2:5][CH3:6].[OH-].[Na+].Cl, predict the reaction product. The product is: [CH2:1]([O:7][C:8]1[C:9](=[O:26])[O:10][C:11]2[CH:18]=[CH:17][CH:16]=[C:15]([O:19][CH2:20][C:21]([OH:23])=[O:22])[C:12]=2[C:13]=1[OH:14])[CH2:2][CH2:3][CH2:4][CH2:5][CH3:6]. (4) Given the reactants [C:1]([O:5][C:6](=[O:25])[NH:7][C:8]1[CH:13]=[C:12]([O:14][CH2:15][C:16]([F:19])([F:18])[F:17])[C:11]([C:20]([F:23])([F:22])[F:21])=[CH:10][C:9]=1[NH2:24])([CH3:4])([CH3:3])[CH3:2].C([O:30][C:31](=O)[CH2:32][C:33]([C:35]1[CH:40]=[CH:39][CH:38]=[C:37]([C:41]2[CH:42]=[N:43][C:44]([CH2:48][CH3:49])=[CH:45][C:46]=2[CH3:47])[CH:36]=1)=[O:34])(C)(C)C, predict the reaction product. The product is: [C:1]([O:5][C:6](=[O:25])[NH:7][C:8]1[CH:13]=[C:12]([O:14][CH2:15][C:16]([F:18])([F:17])[F:19])[C:11]([C:20]([F:22])([F:23])[F:21])=[CH:10][C:9]=1[NH:24][C:31](=[O:30])[CH2:32][C:33]([C:35]1[CH:40]=[CH:39][CH:38]=[C:37]([C:41]2[CH:42]=[N:43][C:44]([CH2:48][CH3:49])=[CH:45][C:46]=2[CH3:47])[CH:36]=1)=[O:34])([CH3:4])([CH3:2])[CH3:3]. (5) Given the reactants CS(Cl)(=O)=O.[CH3:6][O:7][C:8]([C:10]1[C:11]([N:23]([S:32]([C:35]2[CH:40]=[CH:39][C:38]([F:41])=[CH:37][C:36]=2/[CH:42]=[CH:43]\[CH2:44]O)(=[O:34])=[O:33])[CH2:24][O:25][CH2:26][CH2:27][Si:28]([CH3:31])([CH3:30])[CH3:29])=[CH:12][CH:13]=[C:14]2[C:19]=1[O:18][CH2:17][C:16]1[O:20][CH:21]=[CH:22][C:15]2=1)=[O:9].C(N(C(C)C)CC)(C)C.[NH:55]1[CH2:60][CH2:59][O:58][CH2:57][CH2:56]1, predict the reaction product. The product is: [F:41][C:38]1[CH:39]=[CH:40][C:35]([S:32]([N:23]([C:11]2[C:10]([C:8]([O:7][CH3:6])=[O:9])=[C:19]3[C:14]([C:15]4[CH:22]=[CH:21][O:20][C:16]=4[CH2:17][O:18]3)=[CH:13][CH:12]=2)[CH2:24][O:25][CH2:26][CH2:27][Si:28]([CH3:31])([CH3:29])[CH3:30])(=[O:33])=[O:34])=[C:36](/[CH:42]=[CH:43]\[CH2:44][N:55]2[CH2:60][CH2:59][O:58][CH2:57][CH2:56]2)[CH:37]=1. (6) Given the reactants Cl[CH2:2][C:3]1[CH:8]=[CH:7][C:6]([C:9]([NH:12][C:13](=[O:15])[CH3:14])([CH3:11])[CH3:10])=[CH:5][CH:4]=1.[CH3:16][O:17][C:18]1[CH:23]=[CH:22][N:21]=[C:20]([N:24]2[CH2:29][CH2:28][NH:27][CH2:26][CH2:25]2)[N:19]=1, predict the reaction product. The product is: [CH3:16][O:17][C:18]1[CH:23]=[CH:22][N:21]=[C:20]([N:24]2[CH2:25][CH2:26][N:27]([CH2:2][C:3]3[CH:8]=[CH:7][C:6]([C:9]([NH:12][C:13](=[O:15])[CH3:14])([CH3:11])[CH3:10])=[CH:5][CH:4]=3)[CH2:28][CH2:29]2)[N:19]=1. (7) Given the reactants Cl[CH2:2][C:3]1[N:4]=[CH:5][S:6][CH:7]=1.[OH:8][C:9]1[CH:14]=[CH:13][C:12]([NH:15][C:16]2[C:25]3[C:20](=[CH:21][CH:22]=[CH:23][C:24]=3[O:26][CH2:27][C@H:28]([N:30]([CH3:34])[C:31](=[O:33])[CH3:32])[CH3:29])[N:19]=[CH:18][N:17]=2)=[CH:11][C:10]=1[CH3:35], predict the reaction product. The product is: [CH3:34][N:30]([C@H:28]([CH3:29])[CH2:27][O:26][C:24]1[CH:23]=[CH:22][CH:21]=[C:20]2[C:25]=1[C:16]([NH:15][C:12]1[CH:13]=[CH:14][C:9]([O:8][CH2:2][C:3]3[N:4]=[CH:5][S:6][CH:7]=3)=[C:10]([CH3:35])[CH:11]=1)=[N:17][CH:18]=[N:19]2)[C:31](=[O:33])[CH3:32].